This data is from Full USPTO retrosynthesis dataset with 1.9M reactions from patents (1976-2016). The task is: Predict the reactants needed to synthesize the given product. (1) Given the product [C:16]([C:10]1[CH:9]=[C:8]([CH:15]=[C:12]([C:13]#[N:14])[CH:11]=1)[O:7][C:21]1[CH:22]=[CH:23][N:24]=[C:19]([O:4][C:1]2[CH:9]=[C:10]([C:16]#[N:17])[CH:11]=[C:12]([CH:15]=2)[C:13]#[N:14])[N:20]=1)#[N:17], predict the reactants needed to synthesize it. The reactants are: [C:1](=[O:4])([O-])[O-].[K+].[K+].[OH:7][C:8]1[CH:9]=[C:10]([C:16]#[N:17])[CH:11]=[C:12]([CH:15]=1)[C:13]#[N:14].Cl[C:19]1[N:24]=[C:23](Cl)[CH:22]=[CH:21][N:20]=1. (2) The reactants are: [CH2:1]([C@@H:5]1[NH:10][CH2:9][C@H:8]([CH2:11][CH:12]([CH3:14])[CH3:13])[NH:7][C:6]1=[O:15])[CH:2]([CH3:4])[CH3:3].[CH3:16][S:17][C:18]1[CH:23]=[CH:22][C:21](/[CH:24]=[CH:25]/[C:26](O)=[O:27])=[CH:20][CH:19]=1.C([C@@H]1N(C([C@@H]2C[C@H]2C2C=CC=CC=2)=O)C[C@H](CC(C)C)NC1=O)C(C)C. Given the product [CH2:1]([C@@H:5]1[N:10]([C:26](=[O:27])/[CH:25]=[CH:24]/[C:21]2[CH:22]=[CH:23][C:18]([S:17][CH3:16])=[CH:19][CH:20]=2)[CH2:9][C@H:8]([CH2:11][CH:12]([CH3:14])[CH3:13])[NH:7][C:6]1=[O:15])[CH:2]([CH3:4])[CH3:3], predict the reactants needed to synthesize it. (3) The reactants are: [Li]CCCC.Br[C:7]1[CH:12]=[CH:11][C:10]([O:13][CH:14]2[CH2:16][CH2:15]2)=[CH:9][CH:8]=1.[B:17](OCC)([O:21]CC)[O:18]CC.Cl. Given the product [CH:14]1([O:13][C:10]2[CH:11]=[CH:12][C:7]([B:17]([OH:21])[OH:18])=[CH:8][CH:9]=2)[CH2:16][CH2:15]1, predict the reactants needed to synthesize it. (4) The reactants are: [CH3:1][N:2]1[CH:6]=[C:5]([N:7]2[CH:12]=[CH:11][C:10](=[O:13])[C:9]([CH2:14][O:15][C:16]3[CH:17]=[C:18]4[C:23](=[CH:24][CH:25]=3)[N:22]=[CH:21][C:20]([O:26]COCC[Si](C)(C)C)=[CH:19]4)=[N:8]2)[CH:4]=[N:3]1.[ClH:35]. Given the product [Cl-:35].[OH:26][C:20]1[CH:21]=[NH+:22][C:23]2[C:18]([CH:19]=1)=[CH:17][C:16]([O:15][CH2:14][C:9]1[C:10](=[O:13])[CH:11]=[CH:12][N:7]([C:5]3[CH:4]=[N:3][N:2]([CH3:1])[CH:6]=3)[N:8]=1)=[CH:25][CH:24]=2, predict the reactants needed to synthesize it. (5) Given the product [Cl:1][C:2]1[CH:7]=[CH:6][C:5]([C@@H:8]2[C:12]3[N:13]([CH2:19][C@@H:20]([OH:25])[C:21]([F:24])([F:23])[F:22])[N:14]=[C:15]([CH:16]4[CH2:18][CH2:17]4)[C:11]=3[C:10](=[O:26])[N:9]2[C:28]2[CH:29]=[C:30]([CH3:38])[C:31]3[N:32]([C:34]([CH3:37])=[N:35][N:36]=3)[CH:33]=2)=[CH:4][CH:3]=1, predict the reactants needed to synthesize it. The reactants are: [Cl:1][C:2]1[CH:7]=[CH:6][C:5]([CH:8]2[C:12]3[N:13]([CH2:19][C@@H:20]([OH:25])[C:21]([F:24])([F:23])[F:22])[N:14]=[C:15]([CH:16]4[CH2:18][CH2:17]4)[C:11]=3[C:10](=[O:26])[NH:9]2)=[CH:4][CH:3]=1.Br[C:28]1[CH:29]=[C:30]([CH3:38])[C:31]2[N:32]([C:34]([CH3:37])=[N:35][N:36]=2)[CH:33]=1. (6) Given the product [C:1]([O:5][C:6](=[O:23])[NH:7][C:8]([CH3:22])([CH3:21])[CH2:9][CH2:10][N:11]1[C:15]2[CH:16]=[CH:17][CH:18]=[CH:19][C:14]=2[N:13]([CH2:24][C:25]2[CH:30]=[CH:29][CH:28]=[CH:27][CH:26]=2)[C:12]1=[O:20])([CH3:4])([CH3:2])[CH3:3], predict the reactants needed to synthesize it. The reactants are: [C:1]([O:5][C:6](=[O:23])[NH:7][C:8]([CH3:22])([CH3:21])[CH2:9][CH2:10][N:11]1[C:15]2[CH:16]=[CH:17][CH:18]=[CH:19][C:14]=2[NH:13][C:12]1=[O:20])([CH3:4])([CH3:3])[CH3:2].[CH2:24](Cl)[C:25]1[CH:30]=[CH:29][CH:28]=[CH:27][CH:26]=1.CC(C)([O-])C.[K+]. (7) The reactants are: [Cl:1][C:2]1[N:11]=[C:10](Cl)[C:9]2[C:4](=[CH:5][CH:6]=[CH:7][CH:8]=2)[N:3]=1.[CH:13]1([NH2:18])[CH2:17][CH2:16][CH2:15][CH2:14]1.[CH3:19][C:20]1[CH:24]=[C:23]([CH3:25])[NH:22][N:21]=1. Given the product [ClH:1].[CH:13]1([NH:18][C:10]2[C:9]3[C:4](=[CH:5][CH:6]=[CH:7][CH:8]=3)[N:3]=[C:2]([N:21]3[C:20]([CH3:19])=[CH:24][C:23]([CH3:25])=[N:22]3)[N:11]=2)[CH2:17][CH2:16][CH2:15][CH2:14]1, predict the reactants needed to synthesize it. (8) Given the product [C:36]1([S:33]([N:32]2[C:13]3=[N:14][CH:15]=[CH:16][C:17]([C:18]4[CH:23]=[CH:22][C:21]([S:24]([N:27]5[CH2:31][CH2:30][CH2:29][CH2:28]5)(=[O:26])=[O:25])=[CH:20][CH:19]=4)=[C:12]3[CH:11]=[C:10]2[CH2:9][NH2:5])(=[O:35])=[O:34])[CH:37]=[CH:38][CH:39]=[CH:40][CH:41]=1, predict the reactants needed to synthesize it. The reactants are: CC([N:5]([CH2:9][C:10]1[N:32]([S:33]([C:36]2[CH:41]=[CH:40][CH:39]=[CH:38][CH:37]=2)(=[O:35])=[O:34])[C:13]2=[N:14][CH:15]=[CH:16][C:17]([C:18]3[CH:23]=[CH:22][C:21]([S:24]([N:27]4[CH2:31][CH2:30][CH2:29][CH2:28]4)(=[O:26])=[O:25])=[CH:20][CH:19]=3)=[C:12]2[CH:11]=1)C(=O)[O-])(C)C.